This data is from Reaction yield outcomes from USPTO patents with 853,638 reactions. The task is: Predict the reaction yield, written as a fraction of the theoretical maximum amount of product (1.0 means a 100% yield; for example, 0.34 means a 34% yield). (1) The reactants are C[Si](C)(C)CC[O:5][C:6](=[O:49])[CH:7]([CH2:33][CH:34]=[CH:35][CH2:36][P:37]([O:41][CH:42]([C:44]([O:46][CH2:47][CH3:48])=[O:45])[CH3:43])([O:39][CH3:40])=[O:38])[CH2:8][C:9]([CH3:32])=[CH:10][CH2:11][C:12]1[C:13]([O:25]CC[Si](C)(C)C)=[C:14]2[C:18](=[C:19]([CH3:23])[C:20]=1[O:21][CH3:22])[CH2:17][O:16][C:15]2=[O:24].CCCC[N+](CCCC)(CCCC)CCCC.[F-]. The catalyst is C1COCC1. The product is [CH2:47]([O:46][C:44]([CH:42]([O:41][P:37]([CH2:36][CH:35]=[CH:34][CH2:33][CH:7]([CH2:8][C:9]([CH3:32])=[CH:10][CH2:11][C:12]1[C:13]([OH:25])=[C:14]2[C:18](=[C:19]([CH3:23])[C:20]=1[O:21][CH3:22])[CH2:17][O:16][C:15]2=[O:24])[C:6]([OH:49])=[O:5])([O:39][CH3:40])=[O:38])[CH3:43])=[O:45])[CH3:48]. The yield is 0.770. (2) The reactants are [Cl:1][CH2:2][CH2:3][C:4]1[CH:9]=[CH:8][C:7]([C:10]2[C:14]([C:15]([O:17]C)=[O:16])=[CH:13][O:12][N:11]=2)=[CH:6][CH:5]=1.O.[OH-].[Li+]. The catalyst is C1COCC1.O. The product is [Cl:1][CH2:2][CH2:3][C:4]1[CH:5]=[CH:6][C:7]([C:10]2[C:14]([C:15]([OH:17])=[O:16])=[CH:13][O:12][N:11]=2)=[CH:8][CH:9]=1. The yield is 1.00. (3) The reactants are [ClH:1].Cl.[Cl:3][C:4]1[CH:9]=[CH:8][C:7]([C@@H:10]([C@@H:34]2[CH2:38][CH2:37][CH2:36][NH:35]2)[C:11]([N:13]2[CH2:18][CH2:17][N:16]([C:19]3[C:24]([C:25]4[CH:30]=[CH:29][CH:28]=[CH:27][CH:26]=4)=[CH:23][N:22]=[C:21]4[NH:31][CH:32]=[CH:33][C:20]=34)[CH2:15][CH2:14]2)=[O:12])=[CH:6][CH:5]=1.C=O.[BH3-][C:42]#N.[Na+].CN.C([O-])(O)=O.[Na+]. The catalyst is CO. The product is [ClH:3].[ClH:1].[Cl:3][C:4]1[CH:5]=[CH:6][C:7]([C@@H:10]([C@@H:34]2[CH2:38][CH2:37][CH2:36][N:35]2[CH3:42])[C:11]([N:13]2[CH2:14][CH2:15][N:16]([C:19]3[C:24]([C:25]4[CH:30]=[CH:29][CH:28]=[CH:27][CH:26]=4)=[CH:23][N:22]=[C:21]4[NH:31][CH:32]=[CH:33][C:20]=34)[CH2:17][CH2:18]2)=[O:12])=[CH:8][CH:9]=1. The yield is 0.980. (4) The reactants are [Cl:1][C:2]1[C:3]([O:12][C:13]2[CH:18]=[C:17]([O:19][CH2:20][CH2:21][O:22][CH3:23])[CH:16]=[CH:15][C:14]=2[CH2:24][CH2:25][CH2:26][NH2:27])=[N:4][CH:5]=[C:6]([C:8]([F:11])([F:10])[F:9])[CH:7]=1.C(N(CC)CC)C.[CH3:35][S:36](Cl)(=[O:38])=[O:37].[Cl-].[NH4+]. The catalyst is C(OCC)(=O)C. The product is [Cl:1][C:2]1[C:3]([O:12][C:13]2[CH:18]=[C:17]([O:19][CH2:20][CH2:21][O:22][CH3:23])[CH:16]=[CH:15][C:14]=2[CH2:24][CH2:25][CH2:26][NH:27][S:36]([CH3:35])(=[O:38])=[O:37])=[N:4][CH:5]=[C:6]([C:8]([F:9])([F:11])[F:10])[CH:7]=1. The yield is 0.360. (5) The reactants are N#N.[F:3][C:4]([F:13])([F:12])[C:5]1[CH:10]=[CH:9][N:8]=[C:7]([NH2:11])[CH:6]=1.[Br:14][C:15]1[CH:20]=[C:19]([CH3:21])[CH:18]=[C:17](Br)[N:16]=1.CC(C)([O-])C.[Na+]. The catalyst is O1CCOCC1.[Pd](Cl)Cl.C(P(C(C)(C)C)[C-]1C=CC=C1)(C)(C)C.[C-]1(P(C(C)(C)C)C(C)(C)C)C=CC=C1.[Fe+2]. The product is [Br:14][C:15]1[N:16]=[C:17]([NH:11][C:7]2[CH:6]=[C:5]([C:4]([F:3])([F:12])[F:13])[CH:10]=[CH:9][N:8]=2)[CH:18]=[C:19]([CH3:21])[CH:20]=1. The yield is 0.920. (6) The reactants are [CH3:1][O:2][C:3](=[O:22])[C:4]1[CH:9]=[C:8]([O:10][CH:11]([CH3:13])[CH3:12])[CH:7]=[C:6]([O:14][C:15]2[CH:20]=[CH:19][C:18](Br)=[CH:17][CH:16]=2)[CH:5]=1.[P:23]([O-:32])([O:28][CH:29]([CH3:31])[CH3:30])[O:24][CH:25]([CH3:27])[CH3:26].C([SiH](CC)CC)C.CCN(CC)CC. The catalyst is C1(C)C=CC=CC=1.C1C=CC([PH+]([C]2[CH][CH][CH][CH]2)C2C=CC=CC=2)=CC=1.C1C=CC([PH+]([C]2[CH][CH][CH][CH]2)C2C=CC=CC=2)=CC=1.C(Cl)Cl.Cl[Pd]Cl.[Fe].C(Cl)Cl. The product is [CH3:1][O:2][C:3](=[O:22])[C:4]1[CH:9]=[C:8]([O:10][CH:11]([CH3:13])[CH3:12])[CH:7]=[C:6]([O:14][C:15]2[CH:20]=[CH:19][C:18]([P:23]([O:28][CH:29]([CH3:31])[CH3:30])([O:24][CH:25]([CH3:27])[CH3:26])=[O:32])=[CH:17][CH:16]=2)[CH:5]=1. The yield is 0.650. (7) The reactants are [F:1][C:2]([F:7])([F:6])[C:3]([OH:5])=[O:4].FC(F)(F)C(O)=O.[Cl:15][C:16]1[CH:17]=[N:18][C:19]2[NH:20][C:21]3[CH:22]=[CH:23][CH:24]=[C:25]([CH:45]=3)[CH2:26][CH2:27][C:28]3[CH:36]=[C:32]([NH:33][C:34]=1[N:35]=2)[CH:31]=[CH:30][C:29]=3[NH:37][C:38]([C@@H:40]1[CH2:44][CH2:43][NH:42][CH2:41]1)=[O:39].[C:46](Cl)(=[O:53])[C:47]1[CH:52]=[CH:51][CH:50]=[CH:49][CH:48]=1. No catalyst specified. The product is [F:1][C:2]([F:7])([F:6])[C:3]([OH:5])=[O:4].[C:46]([N:42]1[CH2:43][CH2:44][C@@H:40]([C:38]([NH:37][C:29]2[CH:30]=[CH:31][C:32]3[NH:33][C:34]4[N:35]=[C:19]([NH:20][C:21]5[CH:22]=[CH:23][CH:24]=[C:25]([CH:45]=5)[CH2:26][CH2:27][C:28]=2[CH:36]=3)[N:18]=[CH:17][C:16]=4[Cl:15])=[O:39])[CH2:41]1)(=[O:53])[C:47]1[CH:52]=[CH:51][CH:50]=[CH:49][CH:48]=1. The yield is 0.400. (8) The product is [NH2:1][C:2]1[S:3][C:6]([C:7]([O:9][CH2:10][CH3:11])=[O:8])=[C:12]([CH2:13][CH3:14])[N:4]=1. The catalyst is C(O)C. The reactants are [NH2:1][C:2]([NH2:4])=[S:3].Br[CH:6]([C:12](=O)[CH2:13][CH3:14])[C:7]([O:9][CH2:10][CH3:11])=[O:8].[NH4+].[OH-]. The yield is 0.940. (9) The reactants are [CH2:1]([C:5]1[N:6]=[CH:7][NH:8][C:9](=[O:26])[C:10]=1[CH2:11][C:12]1[CH:17]=[CH:16][C:15]([C:18]2[C:19]([C:24]#[N:25])=[CH:20][CH:21]=[CH:22][CH:23]=2)=[CH:14][CH:13]=1)[CH2:2][CH2:3][CH3:4].[H-].[Na+].CN(C)C=O.Br[CH2:35][C:36]1[CH:41]=[CH:40][C:39]([F:42])=[CH:38][CH:37]=1. The catalyst is C(OCC)(=O)C. The product is [CH2:1]([C:5]1[N:6]=[CH:7][N:8]([CH2:35][C:36]2[CH:41]=[CH:40][C:39]([F:42])=[CH:38][CH:37]=2)[C:9](=[O:26])[C:10]=1[CH2:11][C:12]1[CH:17]=[CH:16][C:15]([C:18]2[C:19]([C:24]#[N:25])=[CH:20][CH:21]=[CH:22][CH:23]=2)=[CH:14][CH:13]=1)[CH2:2][CH2:3][CH3:4]. The yield is 0.820.